From a dataset of Drug-target binding data from BindingDB using IC50 measurements. Regression. Given a target protein amino acid sequence and a drug SMILES string, predict the binding affinity score between them. We predict pIC50 (pIC50 = -log10(IC50 in M); higher means more potent). Dataset: bindingdb_ic50. The compound is COc1ccc(/C=C/C(=O)O)cc1O. The target protein (Q12794) has sequence MAAHLLPICALFLTLLDMAQGFRGPLLPNRPFTTVWNANTQWCLERHGVDVDVSVFDVVANPGQTFRGPDMTIFYSSQLGTYPYYTPTGEPVFGGLPQNASLIAHLARTFQDILAAIPAPDFSGLAVIDWEAWRPRWAFNWDTKDIYRQRSRALVQAQHPDWPAPQVEAVAQDQFQGAARAWMAGTLQLGRALRPRGLWGFYGFPDCYNYDFLSPNYTGQCPSGIRAQNDQLGWLWGQSRALYPSIYMPAVLEGTGKSQMYVQHRVAEAFRVAVAAGDPNLPVLPYVQIFYDTTNHFLPLDELEHSLGESAAQGAAGVVLWVSWENTRTKESCQAIKEYMDTTLGPFILNVTSGALLCSQALCSGHGRCVRRTSHPKALLLLNPASFSIQLTPGGGPLSLRGALSLEDQAQMAVEFKCRCYPGWQAPWCERKSMW. The pIC50 is 2.7.